This data is from Full USPTO retrosynthesis dataset with 1.9M reactions from patents (1976-2016). The task is: Predict the reactants needed to synthesize the given product. (1) Given the product [F:22][C:2]([F:1])([F:21])[C:3]1[N:11]=[C:10]([NH:12][CH2:13][CH2:14][C:15]2[CH:16]=[CH:17][CH:18]=[CH:19][CH:20]=2)[N:9]=[C:8]2[C:4]=1[N:5]=[CH:6][N:7]2[CH3:23], predict the reactants needed to synthesize it. The reactants are: [F:1][C:2]([F:22])([F:21])[C:3]1[N:11]=[C:10]([NH:12][CH2:13][CH2:14][C:15]2[CH:20]=[CH:19][CH:18]=[CH:17][CH:16]=2)[N:9]=[C:8]2[C:4]=1[NH:5][CH:6]=[N:7]2.[CH3:23]N(C=O)C. (2) Given the product [C:1]([N:4]1[C:13]2[C:8](=[CH:9][C:10]([C:29]3[CH:30]=[N:31][NH:32][CH:33]=3)=[CH:11][CH:12]=2)[N:7]([C:15]([O:17][CH2:18][CH:19]2[CH2:21][CH2:20]2)=[O:16])[CH2:6][C@@H:5]1[CH3:22])(=[O:3])[CH3:2], predict the reactants needed to synthesize it. The reactants are: [C:1]([N:4]1[C:13]2[C:8](=[CH:9][C:10](Br)=[CH:11][CH:12]=2)[N:7]([C:15]([O:17][CH2:18][CH:19]2[CH2:21][CH2:20]2)=[O:16])[CH2:6][C@@H:5]1[CH3:22])(=[O:3])[CH3:2].CC1(C)OB([C:29]2[CH:30]=[N:31][N:32](C(OC(C)(C)C)=O)[CH:33]=2)OC1(C)C.C(=O)([O-])[O-].[Na+].[Na+].O1CCOCC1.